From a dataset of Forward reaction prediction with 1.9M reactions from USPTO patents (1976-2016). Predict the product of the given reaction. (1) Given the reactants [C@@H:1]12[N:8]([C:9]3[O:10][C:11]4[CH:17]=[CH:16][C:15]([Cl:18])=[CH:14][C:12]=4[N:13]=3)[CH2:7][C@@H:6]1[CH2:5][CH2:4][NH:3][CH2:2]2.CC1C=C(C)N=C(N2[C@@H]3[C@@H](CCNC3)C2)N=1.[N:35]1[N:36]([C:40]2[CH:48]=[CH:47][CH:46]=[CH:45][C:41]=2[C:42](O)=[O:43])[N:37]=[CH:38][CH:39]=1.S1C=CC=C1C1C=CC=CC=1C(O)=O, predict the reaction product. The product is: [Cl:18][C:15]1[CH:16]=[CH:17][C:11]2[O:10][C:9]([N:8]3[C@@H:1]4[C@@H:6]([CH2:5][CH2:4][N:3]([C:42]([C:41]5[CH:45]=[CH:46][CH:47]=[CH:48][C:40]=5[N:36]5[N:37]=[CH:38][CH:39]=[N:35]5)=[O:43])[CH2:2]4)[CH2:7]3)=[N:13][C:12]=2[CH:14]=1. (2) The product is: [S:10]([C:14]1[CH:20]=[CH:19][C:17]([CH3:18])=[CH:16][CH:15]=1)([OH:13])(=[O:12])=[O:11].[CH3:21][NH:22][CH2:9][CH2:2][CH2:3][CH2:4][CH:5]=[CH:6][CH2:7][CH3:8]. Given the reactants Br[CH:2]([CH3:9])[CH2:3][CH2:4][CH2:5][CH2:6][CH:7]=[CH2:8].[S:10]([C:14]1[CH:20]=[CH:19][C:17]([CH3:18])=[CH:16][CH:15]=1)([OH:13])(=[O:12])=[O:11].[CH3:21][NH:22]CCCCC=C, predict the reaction product.